Dataset: Retrosynthesis with 50K atom-mapped reactions and 10 reaction types from USPTO. Task: Predict the reactants needed to synthesize the given product. (1) Given the product CCCCCCN1CCCC(COc2ccc(C(=O)c3c(-c4ccc(OC)cc4)sc4cc(OC)ccc34)cc2)C1, predict the reactants needed to synthesize it. The reactants are: CCCCCCN1CCCC(CO)C1.COc1ccc(-c2sc3cc(OC)ccc3c2C(=O)c2ccc(O)cc2)cc1. (2) Given the product CON(C)C(=O)c1ccc(-c2ccc(Cl)cc2)cn1, predict the reactants needed to synthesize it. The reactants are: CON(C)C(=O)c1ccc(Br)cn1.OB(O)c1ccc(Cl)cc1. (3) Given the product CC(C)(C)OC(=O)n1c(-c2ccc(-c3cccc(C(N)=O)c3)c3c2C(=O)NC3)cc2cc(CN3CCCCC3)ccc21, predict the reactants needed to synthesize it. The reactants are: CC(C)(C)OC(=O)n1c(-c2ccc(OS(=O)(=O)C(F)(F)F)c3c2C(=O)NC3)cc2cc(CN3CCCCC3)ccc21.NC(=O)c1cccc(B(O)O)c1.